This data is from Catalyst prediction with 721,799 reactions and 888 catalyst types from USPTO. The task is: Predict which catalyst facilitates the given reaction. (1) Reactant: [CH:1]1([C:6](Cl)=[O:7])[CH2:5][CH2:4][CH2:3][CH2:2]1.[NH2:9][C:10]1([C:16](O)=[O:17])[CH2:15][CH2:14][CH2:13][CH2:12][CH2:11]1.C(=O)([O-])[O-].[Na+].[Na+].Cl.C(N=C=NCCCN(C)C)C. Product: [CH:1]1([C:6]2[O:7][C:16](=[O:17])[C:10]3([CH2:15][CH2:14][CH2:13][CH2:12][CH2:11]3)[N:9]=2)[CH2:5][CH2:4][CH2:3][CH2:2]1. The catalyst class is: 84. (2) Reactant: [CH3:1][C:2]1[CH:7]=[CH:6][C:5]([S:8]([O:11][CH2:12][CH2:13][O:14][CH2:15][CH2:16][O:17][CH2:18][CH2:19][O:20][C:21]2[CH:26]=[CH:25][C:24](/[CH:27]=[CH:28]/[C:29]3[CH:34]=[CH:33][C:32]([N:35](C(OC(C)(C)C)=O)[CH3:36])=[CH:31][CH:30]=3)=[CH:23][CH:22]=2)(=[O:10])=[O:9])=[CH:4][CH:3]=1.[ClH:44]. Product: [ClH:44].[CH3:1][C:2]1[CH:3]=[CH:4][C:5]([S:8]([O:11][CH2:12][CH2:13][O:14][CH2:15][CH2:16][O:17][CH2:18][CH2:19][O:20][C:21]2[CH:26]=[CH:25][C:24](/[CH:27]=[CH:28]/[C:29]3[CH:34]=[CH:33][C:32]([NH:35][CH3:36])=[CH:31][CH:30]=3)=[CH:23][CH:22]=2)(=[O:9])=[O:10])=[CH:6][CH:7]=1. The catalyst class is: 27. (3) Reactant: [Cl:1][C:2]1[CH:7]=[CH:6][C:5]([CH:8]([N:13]2[CH2:18][CH2:17][NH:16][CH2:15][CH2:14]2)[CH2:9][N:10]([CH3:12])[CH3:11])=[CH:4][CH:3]=1.Cl[C:20]1[C:21]2[CH2:29][CH2:28][CH2:27][NH:26][C:22]=2[N:23]=[CH:24][N:25]=1.C(=O)([O-])[O-].[K+].[K+].C(OCC)C.CCCCCC. Product: [Cl:1][C:2]1[CH:7]=[CH:6][C:5]([CH:8]([N:13]2[CH2:14][CH2:15][N:16]([C:20]3[C:21]4[CH2:29][CH2:28][CH2:27][NH:26][C:22]=4[N:23]=[CH:24][N:25]=3)[CH2:17][CH2:18]2)[CH2:9][N:10]([CH3:11])[CH3:12])=[CH:4][CH:3]=1. The catalyst class is: 58. (4) Reactant: Br[C:2]1[N:7]=[CH:6][C:5]([C:8]([C:10]2[C:18]3[C:13](=[N:14][CH:15]=[CH:16][CH:17]=3)[NH:12][CH:11]=2)=[O:9])=[CH:4][CH:3]=1.[F:19][C:20]([F:31])([F:30])[C:21]1[CH:29]=[CH:28][C:24]([C:25]([NH2:27])=[O:26])=[CH:23][CH:22]=1.CC1(C)C2C(=C(P(C3C=CC=CC=3)C3C=CC=CC=3)C=CC=2)OC2C(P(C3C=CC=CC=3)C3C=CC=CC=3)=CC=CC1=2.C(=O)([O-])[O-].[Cs+].[Cs+]. Product: [NH:12]1[C:13]2=[N:14][CH:15]=[CH:16][CH:17]=[C:18]2[C:10]([C:8]([C:5]2[CH:4]=[CH:3][C:2]([NH:27][C:25](=[O:26])[C:24]3[CH:28]=[CH:29][C:21]([C:20]([F:30])([F:31])[F:19])=[CH:22][CH:23]=3)=[N:7][CH:6]=2)=[O:9])=[CH:11]1. The catalyst class is: 101.